This data is from Catalyst prediction with 721,799 reactions and 888 catalyst types from USPTO. The task is: Predict which catalyst facilitates the given reaction. Reactant: [OH:1][CH2:2][C:3]1[S:7][C:6]([C:8]2[N:9](COC)[C:10]3[C:15]([CH:16]=2)=[CH:14][CH:13]=[CH:12][C:11]=3[N:17]([CH3:26])[S:18]([C:21]2[S:22][CH:23]=[CH:24][CH:25]=2)(=[O:20])=[O:19])=[N:5][CH:4]=1.Cl.C(=O)(O)[O-].[Na+]. Product: [OH:1][CH2:2][C:3]1[S:7][C:6]([C:8]2[NH:9][C:10]3[C:15]([CH:16]=2)=[CH:14][CH:13]=[CH:12][C:11]=3[N:17]([CH3:26])[S:18]([C:21]2[S:22][CH:23]=[CH:24][CH:25]=2)(=[O:20])=[O:19])=[N:5][CH:4]=1. The catalyst class is: 8.